Dataset: Full USPTO retrosynthesis dataset with 1.9M reactions from patents (1976-2016). Task: Predict the reactants needed to synthesize the given product. Given the product [Br:17][C:14]1[CH:15]=[C:16]2[C:11]([CH:10]=[CH:9][N:8]2[C:6]2[CH:5]=[CH:4][N:3]=[C:2]([NH2:1])[N:7]=2)=[C:12]([O:18][CH2:31][CH2:32][O:33][CH3:34])[CH:13]=1, predict the reactants needed to synthesize it. The reactants are: [NH2:1][C:2]1[N:7]=[C:6]([N:8]2[C:16]3[CH:15]=[C:14]([Br:17])[CH:13]=[C:12]([OH:18])[C:11]=3[CH:10]=[CH:9]2)[CH:5]=[CH:4][N:3]=1.CN(C=O)C.C([O-])([O-])=O.[Cs+].[Cs+].Br[CH2:31][CH2:32][O:33][CH3:34].